From a dataset of Full USPTO retrosynthesis dataset with 1.9M reactions from patents (1976-2016). Predict the reactants needed to synthesize the given product. Given the product [Cl:21][C:20]1[CH:19]=[C:18]([O:22][CH3:23])[CH:17]=[C:16]([Cl:24])[C:15]=1[CH2:14][N:5]1[C:1](=[O:11])[C:2]2[C:3](=[CH:7][CH:8]=[CH:9][CH:10]=2)[C:4]1=[O:6], predict the reactants needed to synthesize it. The reactants are: [C:1]1(=[O:11])[NH:5][C:4](=[O:6])[C:3]2=[CH:7][CH:8]=[CH:9][CH:10]=[C:2]12.[K].Br[CH2:14][C:15]1[C:20]([Cl:21])=[CH:19][C:18]([O:22][CH3:23])=[CH:17][C:16]=1[Cl:24].CN(C=O)C.